Dataset: Full USPTO retrosynthesis dataset with 1.9M reactions from patents (1976-2016). Task: Predict the reactants needed to synthesize the given product. (1) Given the product [ClH:29].[CH2:19]([C:16]1[CH:17]=[C:18]2[C:13]([C:12](=[O:26])[N:11]3[CH2:27][CH2:28][NH:8][CH2:9][C@H:10]32)=[C:14]([C:22]([F:24])([F:25])[F:23])[CH:15]=1)[CH2:20][CH3:21], predict the reactants needed to synthesize it. The reactants are: C(OC([N:8]1[CH2:28][CH2:27][N:11]2[C:12](=[O:26])[C:13]3[C:18]([C@@H:10]2[CH2:9]1)=[CH:17][C:16]([CH2:19][CH2:20][CH3:21])=[CH:15][C:14]=3[C:22]([F:25])([F:24])[F:23])=O)(C)(C)C.[ClH:29]. (2) Given the product [C:7]([C:9]1[CH:14]=[CH:13][C:12]([N:15]2[CH:23]=[C:22]3[C:17]([CH:18]=[CH:19][CH:20]=[C:21]3[C:24]([O:26][CH3:1])=[O:25])=[N:16]2)=[CH:11][CH:10]=1)#[N:8], predict the reactants needed to synthesize it. The reactants are: [C:1]([O-])([O-])=O.[Cs+].[Cs+].[C:7]([C:9]1[CH:14]=[CH:13][C:12]([N:15]2[CH:23]=[C:22]3[C:17]([CH:18]=[CH:19][CH:20]=[C:21]3[C:24]([OH:26])=[O:25])=[N:16]2)=[CH:11][CH:10]=1)#[N:8].IC.